This data is from Reaction yield outcomes from USPTO patents with 853,638 reactions. The task is: Predict the reaction yield, written as a fraction of the theoretical maximum amount of product (1.0 means a 100% yield; for example, 0.34 means a 34% yield). The reactants are [CH3:1][O:2][C:3]1[CH:8]=[CH:7][CH:6]=[CH:5][C:4]=1[C:9]1[CH:17]=[C:16]2[C:12]([CH2:13][C:14](=[O:18])[NH:15]2)=[CH:11][CH:10]=1.[CH3:19][N:20]([CH3:35])[CH2:21][CH2:22][NH:23][C:24]([C:26]1[C:30]([CH3:31])=[C:29]([CH:32]=O)[NH:28][C:27]=1[CH3:34])=[O:25]. No catalyst specified. The product is [CH3:19][N:20]([CH3:35])[CH2:21][CH2:22][NH:23][C:24]([C:26]1[C:30]([CH3:31])=[C:29]([CH:32]=[C:13]2[C:12]3[C:16](=[CH:17][C:9]([C:4]4[CH:5]=[CH:6][CH:7]=[CH:8][C:3]=4[O:2][CH3:1])=[CH:10][CH:11]=3)[NH:15][C:14]2=[O:18])[NH:28][C:27]=1[CH3:34])=[O:25]. The yield is 1.00.